This data is from Full USPTO retrosynthesis dataset with 1.9M reactions from patents (1976-2016). The task is: Predict the reactants needed to synthesize the given product. (1) Given the product [CH3:14][O:13][C:11]1[CH:10]=[C:9]([CH2:17][NH:19][C:1]([Cl:4])=[O:2])[CH:8]=[C:7]([O:6][CH3:5])[CH:12]=1, predict the reactants needed to synthesize it. The reactants are: [C:1]([Cl:4])(Cl)=[O:2].[CH3:5][O:6][C:7]1[CH:8]=[C:9](NC)[CH:10]=[C:11]([O:13][CH3:14])[CH:12]=1.[CH2:17]([N:19](CC)CC)C. (2) Given the product [Cl:8][C:6]1[N:5]=[CH:4][N:3]=[C:2]([NH:10][CH3:9])[CH:7]=1, predict the reactants needed to synthesize it. The reactants are: Cl[C:2]1[CH:7]=[C:6]([Cl:8])[N:5]=[CH:4][N:3]=1.[CH3:9][NH2:10].C1COCC1.CCOC(C)=O.